The task is: Predict the reactants needed to synthesize the given product.. This data is from Full USPTO retrosynthesis dataset with 1.9M reactions from patents (1976-2016). (1) Given the product [CH3:17][S:18]([C:19]1[CH:20]=[CH:21][C:22]([N+:25]([O-:27])=[O:26])=[CH:23][CH:24]=1)=[N:38][S:35]([C:32]1[CH:31]=[CH:30][C:29]([CH3:28])=[CH:34][N:33]=1)(=[O:37])=[O:36], predict the reactants needed to synthesize it. The reactants are: C(O)(=O)C.C(O)(=O)C.I(C1C=CC=CC=1)=O.[CH3:17][S:18][C:19]1[CH:24]=[CH:23][C:22]([N+:25]([O-:27])=[O:26])=[CH:21][CH:20]=1.[CH3:28][C:29]1[CH:30]=[CH:31][C:32]([S:35]([NH2:38])(=[O:37])=[O:36])=[N:33][CH:34]=1.[O-2].[Mg+2]. (2) Given the product [Br:19][C:20]1[CH:25]=[CH:24][C:23]([O:26][CH3:27])=[CH:22][C:21]=1[CH2:14][CH2:13][C:5]([C:6]1[CH:7]=[CH:8][CH:9]=[CH:10][CH:11]=1)=[O:12], predict the reactants needed to synthesize it. The reactants are: [O-]CC.[Na+].[C:5]([CH2:13][C:14](OCC)=O)(=[O:12])[C:6]1[CH:11]=[CH:10][CH:9]=[CH:8][CH:7]=1.[Br:19][C:20]1[CH:25]=[CH:24][C:23]([O:26][CH3:27])=[CH:22][C:21]=1CBr.S(=O)(=O)(O)O.[OH-].[Na+]. (3) Given the product [C:1]([O:5][C:6](=[O:24])[NH:7][C:8]1[CH:13]=[CH:12][C:11]([C:14]#[C:15][C:16]2[CH:17]=[CH:18][C:19]([F:22])=[CH:20][CH:21]=2)=[CH:10][C:9]=1[NH:23][C:30](=[O:31])[CH2:29][C:28](=[O:27])[C:33]1[CH:38]=[CH:37][CH:36]=[C:35]([N:39]2[CH:43]=[N:42][CH:41]=[N:40]2)[CH:34]=1)([CH3:4])([CH3:2])[CH3:3], predict the reactants needed to synthesize it. The reactants are: [C:1]([O:5][C:6](=[O:24])[NH:7][C:8]1[CH:13]=[CH:12][C:11]([C:14]#[C:15][C:16]2[CH:21]=[CH:20][C:19]([F:22])=[CH:18][CH:17]=2)=[CH:10][C:9]=1[NH2:23])([CH3:4])([CH3:3])[CH3:2].CC1(C)[O:31][C:30](=O)[CH:29]=[C:28]([C:33]2[CH:38]=[CH:37][CH:36]=[C:35]([N:39]3[CH:43]=[N:42][CH:41]=[N:40]3)[CH:34]=2)[O:27]1. (4) Given the product [I:23][C:15]1[CH:14]=[CH:13][C:18]([S:19]([NH:1][C:2]2[S:3][CH:4]=[C:5]([CH2:7][C:8]([O:10][CH2:11][CH3:12])=[O:9])[N:6]=2)(=[O:21])=[O:20])=[CH:17][CH:16]=1, predict the reactants needed to synthesize it. The reactants are: [NH2:1][C:2]1[S:3][CH:4]=[C:5]([CH2:7][C:8]([O:10][CH2:11][CH3:12])=[O:9])[N:6]=1.[CH:13]1[C:18]([S:19](Cl)(=[O:21])=[O:20])=[CH:17][CH:16]=[C:15]([I:23])[CH:14]=1. (5) Given the product [CH3:17][N+:18]1([CH3:25])[CH2:22][CH:21]([O:8][C:7]([C:6]([OH:10])([CH:1]2[CH2:5][CH2:4][CH2:3][CH2:2]2)[C:11]2[CH:16]=[CH:15][CH:14]=[CH:13][CH:12]=2)=[O:9])[CH2:20][CH2:19]1.[CH:1]1([C:6]([OH:10])([C:11]2[CH:12]=[CH:13][CH:14]=[CH:15][CH:16]=2)[C:7]([O:23][CH:20]2[CH2:21][CH2:22][N:18]([CH3:17])[CH2:19]2)=[O:8])[CH2:5][CH2:4][CH2:3][CH2:2]1, predict the reactants needed to synthesize it. The reactants are: [CH:1]1([C:6]([C:11]2[CH:16]=[CH:15][CH:14]=[CH:13][CH:12]=2)([OH:10])[C:7]([OH:9])=[O:8])[CH2:5][CH2:4][CH2:3][CH2:2]1.[CH3:17][N:18]1[CH2:22][CH2:21][CH:20]([OH:23])[CH2:19]1.[Na].[CH3:25]O. (6) Given the product [CH2:1]([C:3]1[S:7][C:6]([C:8]2[S:9][C:10]([C:13]#[C:14][C:15]#[C:16][C:17]3[S:9][C:8]([C:6]4[S:7][C:3]([CH2:28][CH2:29][CH2:19][CH2:20][CH2:21][CH3:22])=[CH:33][CH:34]=4)=[CH:12][CH:18]=3)=[CH:11][CH:12]=2)=[CH:5][CH:4]=1)[CH2:2][CH2:11][CH2:10][CH2:13][CH3:14], predict the reactants needed to synthesize it. The reactants are: [C:1]([C:3]1[S:7][C:6]([C:8]2[S:9][C:10]([CH2:13][CH2:14][CH2:15][CH2:16][CH2:17][CH3:18])=[CH:11][CH:12]=2)=[CH:5][CH:4]=1)#[CH:2].[CH2:19]1[CH2:29][CH2:28]N2[C:22](=NCCC2)[CH2:21][CH2:20]1.CN([CH2:33][CH2:34]N(C)C)C. (7) The reactants are: C(OC(=O)COC1C=CC(Cl)=CC=1C#CC1C=NC=CC=1C)(C)(C)C.[C:26]([O:30][C:31](=[O:43])[CH2:32][O:33][C:34]1[CH:39]=[CH:38][C:37]([Cl:40])=[CH:36][C:35]=1[C:41]#[CH:42])([CH3:29])([CH3:28])[CH3:27].Br[C:45]1[CH:50]=[CH:49][C:48]([CH2:51][OH:52])=[CH:47][C:46]=1[F:53]. Given the product [C:26]([O:30][C:31](=[O:43])[CH2:32][O:33][C:34]1[CH:39]=[CH:38][C:37]([Cl:40])=[CH:36][C:35]=1[C:41]#[C:42][C:45]1[CH:50]=[CH:49][C:48]([CH2:51][OH:52])=[CH:47][C:46]=1[F:53])([CH3:29])([CH3:28])[CH3:27], predict the reactants needed to synthesize it.